The task is: Predict the product of the given reaction.. This data is from Forward reaction prediction with 1.9M reactions from USPTO patents (1976-2016). (1) Given the reactants [CH:1]([C@@H:3]1[CH2:12][C:11]2[C:6](=[CH:7][CH:8]=[CH:9][CH:10]=2)[CH2:5][N:4]1[C:13]([O:15][C:16]([CH3:19])([CH3:18])[CH3:17])=[O:14])=O.[NH:20]1[CH2:25][CH2:24][O:23][CH2:22][CH2:21]1, predict the reaction product. The product is: [O:23]1[CH2:24][CH2:25][N:20]([CH2:1][C@@H:3]2[CH2:12][C:11]3[C:6](=[CH:7][CH:8]=[CH:9][CH:10]=3)[CH2:5][N:4]2[C:13]([O:15][C:16]([CH3:19])([CH3:18])[CH3:17])=[O:14])[CH2:21][CH2:22]1. (2) The product is: [C:6]([C:5]([C:11]1[CH:16]=[CH:15][C:14]([O:17][CH3:18])=[C:13]([O:19][CH3:20])[CH:12]=1)([CH:8]([CH3:10])[CH3:9])[CH2:4][CH2:3][CH2:2][N:22]([CH3:21])[CH2:23][CH2:24][C:25]1[CH:34]=[C:29]([C:30]([O:32][CH3:33])=[O:31])[CH:28]=[C:27]([CH:26]=1)[C:35]([O:37][CH3:38])=[O:36])#[N:7]. Given the reactants Br[CH2:2][CH2:3][CH2:4][C:5]([C:11]1[CH:16]=[CH:15][C:14]([O:17][CH3:18])=[C:13]([O:19][CH3:20])[CH:12]=1)([CH:8]([CH3:10])[CH3:9])[C:6]#[N:7].[CH3:21][NH:22][CH2:23][CH2:24][C:25]1[CH:26]=[C:27]([C:35]([O:37][CH3:38])=[O:36])[CH:28]=[C:29]([CH:34]=1)[C:30]([O:32][CH3:33])=[O:31], predict the reaction product. (3) The product is: [ClH:31].[ClH:36].[ClH:31].[N:25]1([CH2:24][CH2:23][CH2:22][O:21][C:18]2[CH:19]=[CH:20][C:15]([CH2:14][N:11]3[CH2:12][CH2:13][NH:8][CH2:9][CH2:10]3)=[CH:16][CH:17]=2)[CH2:26][CH2:27][CH2:28][CH2:29][CH2:30]1. Given the reactants C(OC([N:8]1[CH2:13][CH2:12][N:11]([CH2:14][C:15]2[CH:20]=[CH:19][C:18]([O:21][CH2:22][CH2:23][CH2:24][N:25]3[CH2:30][CH2:29][CH2:28][CH2:27][CH2:26]3)=[CH:17][CH:16]=2)[CH2:10][CH2:9]1)=O)(C)(C)C.[Cl:31]CCl.CO.[ClH:36], predict the reaction product.